This data is from Forward reaction prediction with 1.9M reactions from USPTO patents (1976-2016). The task is: Predict the product of the given reaction. (1) Given the reactants [OH:1][C@H:2]([CH2:6][O:7][CH2:8][C:9]1[CH:14]=[CH:13][C:12](/[CH:15]=[CH:16]/[CH2:17][N:18]2[CH:22]=[CH:21][CH:20]=[C:19]2[C:23](=[O:31])[C:24]2[CH:29]=[CH:28][C:27]([CH3:30])=[CH:26][CH:25]=2)=[CH:11][CH:10]=1)[C:3]([OH:5])=[O:4].[H-].[Na+].[CH3:34]I.S([O-])(O)(=O)=O.[K+], predict the reaction product. The product is: [CH3:34][O:1][C@H:2]([CH2:6][O:7][CH2:8][C:9]1[CH:10]=[CH:11][C:12](/[CH:15]=[CH:16]/[CH2:17][N:18]2[CH:22]=[CH:21][CH:20]=[C:19]2[C:23](=[O:31])[C:24]2[CH:25]=[CH:26][C:27]([CH3:30])=[CH:28][CH:29]=2)=[CH:13][CH:14]=1)[C:3]([OH:5])=[O:4]. (2) Given the reactants [NH2:1][C:2]1[CH:7]=[CH:6][C:5]([OH:8])=[C:4]([Cl:9])[CH:3]=1.[N:10]([O-])=O.[Na+].[Sn](Cl)Cl, predict the reaction product. The product is: [ClH:9].[Cl:9][C:4]1[CH:3]=[C:2]([NH:1][NH2:10])[CH:7]=[CH:6][C:5]=1[OH:8]. (3) Given the reactants Cl.[I:2][C:3]1[CH:15]=[CH:14][C:6]([O:7][CH:8]2[CH2:13][CH2:12][NH:11][CH2:10][CH2:9]2)=[CH:5][CH:4]=1.[BH-](OC(C)=O)(OC(C)=O)OC(C)=O.[Na+].[O:30]1[CH2:33][C:32](=O)[CH2:31]1, predict the reaction product. The product is: [I:2][C:3]1[CH:15]=[CH:14][C:6]([O:7][CH:8]2[CH2:9][CH2:10][N:11]([CH:32]3[CH2:33][O:30][CH2:31]3)[CH2:12][CH2:13]2)=[CH:5][CH:4]=1. (4) Given the reactants [CH:1]([C:3]1[CH:18]=[CH:17][C:6]([O:7][C:8]2[N:9]=[CH:10][C:11]([C:14]([NH2:16])=[O:15])=[N:12][CH:13]=2)=[C:5]([O:19][CH3:20])[CH:4]=1)=O.[CH3:21][C:22]([CH3:27])([CH3:26])[CH2:23][CH2:24][NH2:25].[BH4-].[Na+], predict the reaction product. The product is: [CH3:21][C:22]([CH3:27])([CH3:26])[CH2:23][CH2:24][NH:25][CH2:1][C:3]1[CH:18]=[CH:17][C:6]([O:7][C:8]2[N:9]=[CH:10][C:11]([C:14]([NH2:16])=[O:15])=[N:12][CH:13]=2)=[C:5]([O:19][CH3:20])[CH:4]=1. (5) Given the reactants [Cl:1][C:2]1[C:7]([Cl:8])=[CH:6][C:5]([NH2:9])=[C:4]([NH2:10])[CH:3]=1.[F:11][C:12]([F:19])([F:18])[CH:13]([OH:17])[C:14](O)=O.Cl.C([O-])(O)=O.[Na+], predict the reaction product. The product is: [Cl:1][C:2]1[C:7]([Cl:8])=[CH:6][C:5]2[NH:9][C:14]([CH:13]([OH:17])[C:12]([F:19])([F:18])[F:11])=[N:10][C:4]=2[CH:3]=1. (6) Given the reactants [CH2:1]([O:3][C:4]([N:6]1[CH2:12][CH2:11][C:10]2[C:13](Br)=[CH:14][S:15][C:9]=2[CH2:8][CH2:7]1)=[O:5])[CH3:2].[Zn](C)[CH3:18], predict the reaction product. The product is: [CH2:1]([O:3][C:4]([N:6]1[CH2:12][CH2:11][C:10]2[C:13]([CH3:18])=[CH:14][S:15][C:9]=2[CH2:8][CH2:7]1)=[O:5])[CH3:2]. (7) The product is: [C:1]([O:5][C:6]([N:8]1[CH2:12][CH2:11][CH2:10][CH:9]1[C:13]1[NH:17][C:16]2[CH:18]=[C:19]([C:24]#[C:23][Si:25]([CH3:28])([CH3:27])[CH3:26])[CH:20]=[CH:21][C:15]=2[N:14]=1)=[O:7])([CH3:4])([CH3:3])[CH3:2]. Given the reactants [C:1]([O:5][C:6]([N:8]1[CH2:12][CH2:11][CH2:10][CH:9]1[C:13]1[NH:17][C:16]2[CH:18]=[C:19](Br)[CH:20]=[CH:21][C:15]=2[N:14]=1)=[O:7])([CH3:4])([CH3:3])[CH3:2].[C:23]([Si:25]([CH3:28])([CH3:27])[CH3:26])#[CH:24].C(N(CC)CC)C, predict the reaction product. (8) Given the reactants [CH2:1]([C:5]1[CH:10]=[CH:9][C:8]([CH:11]([CH3:15])[C:12](Cl)=[O:13])=[CH:7][CH:6]=1)[CH:2]([CH3:4])[CH3:3].CN(C)[C:18]1[CH:23]=[CH:22][C:21]([N:24]([CH3:28])[CH2:25][CH2:26][OH:27])=[CH:20][CH:19]=1.N1C=CC=CC=1, predict the reaction product. The product is: [CH2:1]([C:5]1[CH:10]=[CH:9][C:8]([CH:11]([CH3:15])[C:12]([O:27][CH2:26][CH2:25][N:24]([CH3:28])[C:21]2[CH:22]=[CH:23][CH:18]=[CH:19][CH:20]=2)=[O:13])=[CH:7][CH:6]=1)[CH:2]([CH3:4])[CH3:3].